Task: Predict the reactants needed to synthesize the given product.. Dataset: Full USPTO retrosynthesis dataset with 1.9M reactions from patents (1976-2016) (1) Given the product [NH2:2][C:1]1[N:21]([CH:16]2[CH2:20][CH2:19][CH2:18][CH2:17]2)[N:22]=[C:9]([CH2:10][CH3:11])[C:3]=1[C:4]([O:6][CH2:7][CH3:8])=[O:5], predict the reactants needed to synthesize it. The reactants are: [C:1]([C:3](=[C:9](OCC)[CH2:10][CH3:11])[C:4]([O:6][CH2:7][CH3:8])=[O:5])#[N:2].Cl.[CH:16]1([NH:21][NH2:22])[CH2:20][CH2:19][CH2:18][CH2:17]1.C(N(CC)CC)C. (2) Given the product [Cl:14][C:12]1[C:11]([C:15]([F:18])([F:17])[F:16])=[CH:10][C:9]2[NH:19][C:20](=[O:44])[CH2:21][C:22]([C:23]3[CH:28]=[CH:27][CH:26]=[C:25]([C:29]4[CH:34]=[CH:33][N:32]=[C:31]([CH2:35][OH:36])[CH:30]=4)[CH:24]=3)=[N:7][C:8]=2[CH:13]=1, predict the reactants needed to synthesize it. The reactants are: C(OC(=O)[NH:7][C:8]1[CH:13]=[C:12]([Cl:14])[C:11]([C:15]([F:18])([F:17])[F:16])=[CH:10][C:9]=1[NH:19][C:20](=[O:44])[CH2:21][C:22](=O)[C:23]1[CH:28]=[CH:27][CH:26]=[C:25]([C:29]2[CH:34]=[CH:33][N:32]=[C:31]([CH2:35][O:36]C3CCCCO3)[CH:30]=2)[CH:24]=1)(C)(C)C.C(O)(C(F)(F)F)=O.